This data is from Catalyst prediction with 721,799 reactions and 888 catalyst types from USPTO. The task is: Predict which catalyst facilitates the given reaction. Reactant: CN(C(ON1N=NC2C=CC=NC1=2)=[N+](C)C)C.F[P-](F)(F)(F)(F)F.[F:25][C:26]1[CH:31]=[CH:30][C:29]([NH:32][C:33]2[C:34]3[C:41]([CH3:42])=[C:40]([C:43]([O:45]C)=O)[S:39][C:35]=3[N:36]=[CH:37][N:38]=2)=[C:28]([O:47][CH:48]2[CH2:53][CH2:52][O:51][CH2:50][CH2:49]2)[CH:27]=1.CCN(C(C)C)C(C)C.[NH2:63][CH2:64][CH2:65][CH2:66][N:67](C)[C:68](=O)OC(C)(C)C.FC(F)(F)C(O)=O. Product: [F:25][C:26]1[CH:31]=[CH:30][C:29]([NH:32][C:33]2[C:34]3[C:41]([CH3:42])=[C:40]([C:43]([NH:63][CH2:64][CH2:65][CH2:66][NH:67][CH3:68])=[O:45])[S:39][C:35]=3[N:36]=[CH:37][N:38]=2)=[C:28]([O:47][CH:48]2[CH2:53][CH2:52][O:51][CH2:50][CH2:49]2)[CH:27]=1. The catalyst class is: 85.